From a dataset of Forward reaction prediction with 1.9M reactions from USPTO patents (1976-2016). Predict the product of the given reaction. (1) Given the reactants I([O-])(=O)(=O)=O.[Na+].[CH3:7][C@@H:8]1[O:13][S:12](=[O:14])[N:11]([C:15]([O:17][C:18]([CH3:21])([CH3:20])[CH3:19])=[O:16])[CH2:10][CH2:9]1.Cl.CC[O:25]C(C)=O, predict the reaction product. The product is: [CH3:7][C@@H:8]1[O:13][S:12](=[O:25])(=[O:14])[N:11]([C:15]([O:17][C:18]([CH3:20])([CH3:19])[CH3:21])=[O:16])[CH2:10][CH2:9]1. (2) Given the reactants [CH3:1][O:2][C:3]([C:5]1[CH:14]=[C:13]([OH:15])[C:12]2[C:7](=[C:8]([O:17][CH2:18][C:19]3[CH:24]=[CH:23][CH:22]=[CH:21][CH:20]=3)[CH:9]=[C:10](Br)[CH:11]=2)[N:6]=1)=[O:4].C1(C#C)C=CC=CC=1.[C:33]([NH:40][CH2:41][C:42]#[CH:43])([O:35][C:36]([CH3:39])([CH3:38])[CH3:37])=[O:34], predict the reaction product. The product is: [CH3:1][O:2][C:3]([C:5]1[CH:14]=[C:13]([OH:15])[C:12]2[C:7](=[C:8]([O:17][CH2:18][C:19]3[CH:24]=[CH:23][CH:22]=[CH:21][CH:20]=3)[CH:9]=[C:10]([C:43]#[C:42][CH2:41][NH:40][C:33]([O:35][C:36]([CH3:39])([CH3:38])[CH3:37])=[O:34])[CH:11]=2)[N:6]=1)=[O:4].